Predict the product of the given reaction. From a dataset of Forward reaction prediction with 1.9M reactions from USPTO patents (1976-2016). (1) Given the reactants [CH3:1][O:2][C:3](=[O:31])[C:4]1[CH:9]=[C:8]([C:10]2[CH2:14][CH2:13][CH2:12][C:11]=2[C:15]2[CH:20]=[C:19]([Cl:21])[CH:18]=[CH:17][C:16]=2[O:22][CH2:23][C:24]2[CH:29]=[CH:28][CH:27]=[CH:26][CH:25]=2)[CH:7]=[C:6]([NH2:30])[CH:5]=1.[CH3:32][CH:33]([CH3:37])[C:34](Cl)=[O:35], predict the reaction product. The product is: [CH3:1][O:2][C:3](=[O:31])[C:4]1[CH:9]=[C:8]([C:10]2[CH2:14][CH2:13][CH2:12][C:11]=2[C:15]2[CH:20]=[C:19]([Cl:21])[CH:18]=[CH:17][C:16]=2[O:22][CH2:23][C:24]2[CH:25]=[CH:26][CH:27]=[CH:28][CH:29]=2)[CH:7]=[C:6]([NH:30][C:34](=[O:35])[CH:33]([CH3:37])[CH3:32])[CH:5]=1. (2) Given the reactants [F:1][C:2]1[CH:11]=[C:10]2[C:5]([CH2:6][CH2:7][C:8](=[O:12])[NH:9]2)=[CH:4][CH:3]=1.[H-].[Na+].Br[CH2:16][CH2:17][CH2:18]Cl.[CH2:20]([CH:24]1[CH2:29][CH2:28][NH:27][CH2:26][CH2:25]1)[CH2:21][CH2:22][CH3:23].C([O-])([O-])=O.[K+].[K+], predict the reaction product. The product is: [CH2:20]([CH:24]1[CH2:29][CH2:28][N:27]([CH2:16][CH2:17][CH2:18][N:9]2[C:10]3[C:5](=[CH:4][CH:3]=[C:2]([F:1])[CH:11]=3)[CH2:6][CH2:7][C:8]2=[O:12])[CH2:26][CH2:25]1)[CH2:21][CH2:22][CH3:23]. (3) Given the reactants COC1C=CC(P2(SP(C3C=CC(OC)=CC=3)(=S)S2)=[S:10])=CC=1.[Br:23][C:24]1[CH:37]=[C:36]([F:38])[C:35]2[O:34][C:33]3[C:28](=[CH:29][C:30]([O:39][CH3:40])=[CH:31][CH:32]=3)[C@@:27]3([CH2:45][O:44][CH2:43][C:42](=O)[NH:41]3)[C:26]=2[CH:25]=1, predict the reaction product. The product is: [Br:23][C:24]1[CH:37]=[C:36]([F:38])[C:35]2[O:34][C:33]3[C:28](=[CH:29][C:30]([O:39][CH3:40])=[CH:31][CH:32]=3)[C@@:27]3([CH2:45][O:44][CH2:43][C:42](=[S:10])[NH:41]3)[C:26]=2[CH:25]=1. (4) Given the reactants [NH:1]1[CH2:6][CH2:5][O:4][CH2:3][CH2:2]1.C(N(CC)CC)C.[Cl:14][CH2:15][C:16](Cl)=[O:17], predict the reaction product. The product is: [Cl:14][CH2:15][C:16]([N:1]1[CH2:6][CH2:5][O:4][CH2:3][CH2:2]1)=[O:17]. (5) Given the reactants [NH2:1][C:2]1[C:11]([NH2:12])=[C:10]2[C:5]([C:6](=[O:24])[CH:7]=[C:8]([C:13]3[CH:18]=[C:17]([F:19])[C:16]([N:20]([CH3:22])[CH3:21])=[C:15]([F:23])[CH:14]=3)[O:9]2)=[CH:4][CH:3]=1.C1N=CN([C:30](N2C=NC=C2)=[O:31])C=1, predict the reaction product. The product is: [CH3:22][N:20]([CH3:21])[C:16]1[C:15]([F:23])=[CH:14][C:13]([C:8]2[O:9][C:10]3[C:11]4[NH:12][C:30](=[O:31])[NH:1][C:2]=4[CH:3]=[CH:4][C:5]=3[C:6](=[O:24])[CH:7]=2)=[CH:18][C:17]=1[F:19].